Task: Regression. Given a peptide amino acid sequence and an MHC pseudo amino acid sequence, predict their binding affinity value. This is MHC class I binding data.. Dataset: Peptide-MHC class I binding affinity with 185,985 pairs from IEDB/IMGT (1) The peptide sequence is EEDAAVDDL. The MHC is HLA-B15:17 with pseudo-sequence HLA-B15:17. The binding affinity (normalized) is 0.0847. (2) The peptide sequence is QIYAGIKVR. The MHC is HLA-B35:03 with pseudo-sequence HLA-B35:03. The binding affinity (normalized) is 0. (3) The peptide sequence is FENDIDEIL. The MHC is HLA-B57:01 with pseudo-sequence HLA-B57:01. The binding affinity (normalized) is 0.0847. (4) The peptide sequence is LFNSHRISHF. The MHC is HLA-A02:02 with pseudo-sequence HLA-A02:02. The binding affinity (normalized) is 0.162.